From a dataset of Drug-target binding data from BindingDB using Ki measurements. Regression. Given a target protein amino acid sequence and a drug SMILES string, predict the binding affinity score between them. We predict pKi (pKi = -log10(Ki in M); higher means stronger inhibition). Dataset: bindingdb_ki. (1) The compound is CS(=O)CCCCCn1cnc2nc(NCc3ccc(Cl)c(Cl)c3)[nH]c(=O)c21. The target protein (O34623) has sequence MSFVHLQVHSGYSLLNSAAAVEELVSEADRLGYASLALTDDHVMYGAIQFYKACKARGINPIIGLTASVFTDDSELEAYPLVLLAKSNTGYQNLLKISSVLQSKSKGGLKPKWLHSYREGIIAITPGEKGYIETLLEGGLFEQAAQASLEFQSIFGKGAFYFSYQPFKGNQVLSEQILKLSEETGIPVTATGDVHYIRKEDKAAYRCLKAIKAGEKLTDAPAEDLPDLDLKPLEEMQNIYREHPEALQASVEIAEQCRVDVSLGQTRLPSFPTPDGTSADDYLTDICMEGLRSRFGKPDERYLRRLQYELDVIKRMKFSDYFLIVWDFMKHAHEKGIVTGPGRGSAAGSLVAYVLYITDVDPIKHHLLFERFLNPERVSMPDIDIDFPDTRRDEVIQYVQQKYGAMHVAQIITFGTLAAKAALRDVGRVFGVSPKEADQLAKLIPSRPGMTLDEARQQSPQLDKRLRESSLLQQVYSIARKIEGLPRHASTHAAGVVLSE.... The pKi is 7.2. (2) The small molecule is CN(C)Cc1ccc(CSCCNc2ccc([N+](=O)[O-])cc2[N+](=O)[O-])o1. The target protein (Q9ERZ4) has sequence MNNSTNSSNNGLAITSPYKTFEVVFIVLVAGSLSLVTIIGNILVMVSIKVNRHLQTVNNYFLFSLACADLIIGVFSMNLYTLYTVIGYWPLGPVVCDLWLALDYVVSNASVMNLLIISFDRYFCVTKPLTYPVKRTTKMAGMMIAAAWVLSFILWAPAILFWQFIVGVRTVEDGECYIQFFSNAAVTFGTAIAAFYLPVIIMTVLYWHISRASKSRIKKEKKEPVANQDPVSPSLVQGRIVKPNNNNMPGGDGGLEHNKIQNGKAPRDGGTENCVQGEEKESSNDSTSVSAVASNMRDDEITQDENTVSTSLGHSKDDNSRQTCIKIVTKTQKGDACTPTSTTVELVGSSGQNGDEKQNIVARKIVKMTKQPAKKKPPPSREKKVTRTILAILLAFIITWAPYNVMVLINTFCAPCIPNTVWTIGYWLCYINSTINPACYALCNATFKKTFKHLLMCHYKNIGATR. The pKi is 4.9. (3) The compound is Cc1ccc([C@H]2CCN[C@@H]2C(=O)O)cc1C(=O)O.Cl. The target protein (P42260) has sequence MKIISPVLSNLVFSRSIKVLLCLLWIGYSQGTTHVLRFGGIFEYVESGPMGAEELAFRFAVNTINRNRTLLPNTTLTYDTQKINLYDSFEASKKACDQLSLGVAAIFGPSHSSSANAVQSICNALGVPHIQTRWKHQVSDNKDSFYVSLYPDFSSLSRAILDLVQFFKWKTVTVVYDDSTGLIRLQELIKAPSRYNLRLKIRQLPADTKDAKPLLKEMKRGKEFHVIFDCSHEMAAGILKQALAMGMMTEYYHYIFTTLDLFALDVEPYRYSGVNMTGFRILNTENTQVSSIIEKWSMERLQAPPKPDSGLLDGFMTTDAALMYDAVHVVSVAVQQFPQMTVSSLQCNRHKPWRFGTRFMSLIKEAHWEGLTGRITFNKTNGLRTDFDLDVISLKEEGLEKIGTWDPASGLNMTESQKGKPANITDSLSNRSLIVTTILEEPYVLFKKSDKPLYGNDRFEGYCIDLLRELSTILGFTYEIRLVEDGKYGAQDDVNGQWNG.... The pKi is 4.0. (4) The small molecule is Cc1occc1-c1nnc(SCC(=O)Nc2cccc(-c3ccc4c(c3)OCO4)c2)n1Cc1ccco1. The target protein (O43614) has sequence MSGTKLEDSPPCRNWSSASELNETQEPFLNPTDYDDEEFLRYLWREYLHPKEYEWVLIAGYIIVFVVALIGNVLVCVAVWKNHHMRTVTNYFIVNLSLADVLVTITCLPATLVVDITETWFFGQSLCKVIPYLQTVSVSVSVLTLSCIALDRWYAICHPLMFKSTAKRARNSIVIIWIVSCIIMIPQAIVMECSTVFPGLANKTTLFTVCDERWGGEIYPKMYHICFFLVTYMAPLCLMVLAYLQIFRKLWCRQIPGTSSVVQRKWKPLQPVSQPRGPGQPTKSRMSAVAAEIKQIRARRKTARMLMIVLLVFAICYLPISILNVLKRVFGMFAHTEDRETVYAWFTFSHWLVYANSAANPIIYNFLSGKFREEFKAAFSCCCLGVHHRQEDRLTRGRTSTESRKSLTTQISNFDNISKLSEQVVLTSISTLPAANGAGPLQNW. The pKi is 6.6. (5) The small molecule is NC(Cc1cc(Cl)c([N+](=O)[O-])cc1CCC(=O)O)C(=O)O. The target protein (P42262) has sequence MQKIMHISVLLSPVLWGLIFGVSSNSIQIGGLFPRGADQEYSAFRVGMVQFSTSEFRLTPHIDNLEVANSFAVTNAFCSQFSRGVYAIFGFYDKKSVNTITSFCGTLHVSFITPSFPTDGTHPFVIQMRPDLKGALLSLIEYYQWDKFAYLYDSDRGLSTLQAVLDSAAEKKWQVTAINVGNINNDKKDEMYRSLFQDLELKKERRVILDCERDKVNDIVDQVITIGKHVKGYHYIIANLGFTDGDLLKIQFGGANVSGFQIVDYDDSLVSKFIERWSTLEEKEYPGAHTTTIKYTSALTYDAVQVMTEAFRNLRKQRIEISRRGNAGDCLANPAVPWGQGVEIERALKQVQVEGLSGNIKFDQNGKRINYTINIMELKTNGPRKIGYWSEVDKMVVTLTELPSGNDTSGLENKTVVVTTILESPYVMMKKNHEMLEGNERYEGYCVDLAAEIAKHCGFKYKLTIVGDGKYGARDADTKIWNGMVGELVYGKADIAIAPL.... The pKi is 5.5. (6) The target protein sequence is PQVTLWQRPLVTIRVGGQLKEALLDTGADDTVLEDMNLPGRWKPKMIGGIGGFIKVRQYDQITVEICGHKAIGTVLVGPTPVNIIGRNLLTXIGCTLNF. The compound is C[C@@H](O)CN(C[C@@H](O)[C@H](Cc1ccccc1)NC(=O)CC1C=CCC1)S(=O)(=O)c1ccco1. The pKi is 6.6. (7) The drug is Cc1cc(Nc2nc(N3CCC(N)CC3)nc3ccc(Cl)cc23)n[nH]1. The target protein (Q13153) has sequence MSNNGLDIQDKPPAPPMRNTSTMIGAGSKDAGTLNHGSKPLPPNPEEKKKKDRFYRSILPGDKTNKKKEKERPEISLPSDFEHTIHVGFDAVTGEFTGMPEQWARLLQTSNITKSEQKKNPQAVLDVLEFYNSKKTSNSQKYMSFTDKSAEDYNSSNALNVKAVSETPAVPPVSEDEDDDDDDATPPPVIAPRPEHTKSVYTRSVIEPLPVTPTRDVATSPISPTENNTTPPDALTRNTEKQKKKPKMSDEEILEKLRSIVSVGDPKKKYTRFEKIGQGASGTVYTAMDVATGQEVAIKQMNLQQQPKKELIINEILVMRENKNPNIVNYLDSYLVGDELWVVMEYLAGGSLTDVVTETCMDEGQIAAVCRECLQALEFLHSNQVIHRDIKSDNILLGMDGSVKLTDFGFCAQITPEQSKRSTMVGTPYWMAPEVVTRKAYGPKVDIWSLGIMAIEMIEGEPPYLNENPLRALYLIATNGTPELQNPEKLSAIFRDFLNR.... The pKi is 5.7. (8) The drug is C[C@](O)(C(=O)O[C@H]1CN2CCC1CC2)c1ccccc1. The target protein sequence is ETENRARELAALQGSETPGKGGGSSSSSERSQPGAEGSPETPPGRCCRCCRTPRLLQAYSWKEEEEEDEGSMESLTSSEGEEPGSEVVIKMPMVDPEAQAPAKQPPRSSPNTVKRPTRKGRERAGKGQKPRGKEQLAKR. The pKi is 9.4. (9) The target protein (Q8DP79) has sequence MSAIERITKAAHLIDMNDIIREGNPTLRTVAEEVTFPLSDQEIILGEKMMQFLKHSQDPVMAEKMGLRGGVGLAAPQLDISKRIIAVLVPNIVEEGETPQEAYDLEAIMYNPKIVSHSVQDAALGEGEGCLSVDRNVPGYVVRHARVTVDYFDKDGEKHRIKLKGYNSIVVQHEIDHINGIMFYDRINEKDPFAVKDGLLILE. The compound is CNC(=O)c1cccc(C)c1Nc1nc(N2CCN(c3ccccc3Cl)CC2)nc(N2CSC[C@H]2C(=O)NC)n1. The pKi is 6.9.